From a dataset of Forward reaction prediction with 1.9M reactions from USPTO patents (1976-2016). Predict the product of the given reaction. (1) Given the reactants [Na+].[CH:2]1([CH2:5][O:6][C:7]2[CH:12]=[CH:11][C:10]([S:13]([O-:16])(=O)=[O:14])=[CH:9][CH:8]=2)[CH2:4][CH2:3]1.S(Cl)([Cl:19])=O.CN(C=O)C, predict the reaction product. The product is: [CH:2]1([CH2:5][O:6][C:7]2[CH:12]=[CH:11][C:10]([S:13]([Cl:19])(=[O:16])=[O:14])=[CH:9][CH:8]=2)[CH2:4][CH2:3]1. (2) Given the reactants [Cl:1][C:2]1[C:7]([Cl:8])=[CH:6][CH:5]=[CH:4][C:3]=1[C:9]([C:11]1[C:12]2[CH:19]=[CH:18][S:17][C:13]=2[NH:14][C:15]=1[CH3:16])=[O:10].C(=O)([O-])[O-].[K+].[K+].Cl.Cl[CH2:28][CH2:29][N:30]1[CH2:35][CH2:34][O:33][CH2:32][CH2:31]1, predict the reaction product. The product is: [Cl:1][C:2]1[C:7]([Cl:8])=[CH:6][CH:5]=[CH:4][C:3]=1[C:9]([C:11]1[C:12]2[CH:19]=[CH:18][S:17][C:13]=2[N:14]([CH2:28][CH2:29][N:30]2[CH2:35][CH2:34][O:33][CH2:32][CH2:31]2)[C:15]=1[CH3:16])=[O:10]. (3) Given the reactants [Cl:1][C:2]1[CH:3]=[C:4](OS(C(F)(F)F)(=O)=O)[CH:5]=[C:6]([Cl:32])[C:7]=1[CH2:8][C@@H:9]1[CH2:13][CH2:12][N:11]([C@H:14]2[CH2:19][CH2:18][C@H:17]([O:20][Si:21]([CH:28]([CH3:30])[CH3:29])([CH:25]([CH3:27])[CH3:26])[CH:22]([CH3:24])[CH3:23])[CH2:16][CH2:15]2)[C:10]1=[O:31].[CH3:41][O:42][C:43]([C:45]1[CH:50]=[CH:49][C:48](B(O)O)=[CH:47][CH:46]=1)=[O:44].C([O-])([O-])=O.[K+].[K+], predict the reaction product. The product is: [CH3:41][O:42][C:43]([C:45]1[CH:50]=[CH:49][C:48]([C:4]2[CH:5]=[C:6]([Cl:32])[C:7]([CH2:8][C@@H:9]3[CH2:13][CH2:12][N:11]([C@H:14]4[CH2:15][CH2:16][C@H:17]([O:20][Si:21]([CH:22]([CH3:23])[CH3:24])([CH:25]([CH3:26])[CH3:27])[CH:28]([CH3:29])[CH3:30])[CH2:18][CH2:19]4)[C:10]3=[O:31])=[C:2]([Cl:1])[CH:3]=2)=[CH:47][CH:46]=1)=[O:44].